This data is from Catalyst prediction with 721,799 reactions and 888 catalyst types from USPTO. The task is: Predict which catalyst facilitates the given reaction. (1) Reactant: [CH:1]1([Mg]Cl)[CH2:5][CH2:4][CH2:3][CH2:2]1.[CH2:8]([O:10][C:11](=[O:24])[C:12](=[O:23])[CH2:13][C:14]([CH3:22])([C:16]1[CH:21]=[CH:20][CH:19]=[CH:18][CH:17]=1)[CH3:15])[CH3:9].[NH4+].[Cl-]. Product: [CH2:8]([O:10][C:11](=[O:24])[C:12]([CH:1]1[CH2:5][CH2:4][CH2:3][CH2:2]1)([OH:23])[CH2:13][C:14]([CH3:15])([C:16]1[CH:21]=[CH:20][CH:19]=[CH:18][CH:17]=1)[CH3:22])[CH3:9]. The catalyst class is: 1. (2) Reactant: [C:1]([CH2:3][C:4]([O:6][C:7]([CH3:10])([CH3:9])[CH3:8])=[O:5])#[N:2].Br[CH2:12][CH2:13][CH2:14]Br.C(=O)([O-])[O-].[K+].[K+].[Na+].[I-]. Product: [C:7]([O:6][C:4]([C:3]1([C:1]#[N:2])[CH2:14][CH2:13][CH2:12]1)=[O:5])([CH3:10])([CH3:9])[CH3:8]. The catalyst class is: 311. (3) Reactant: [H-].[Na+].CS(C)=O.[I-].C[S+](C)(C)=O.[F:13][C:14]1[CH:19]=[CH:18][C:17]([N:20]2[C:28]3[C:23](=[CH:24][C:25]4[C@@:33]5([CH2:39][C:40]6C=CC=CN=6)[CH2:34][CH2:35][C:36](=[O:38])[CH2:37][C@H:32]5[CH2:31][CH2:30][CH2:29][C:26]=4[CH:27]=3)[CH:22]=[N:21]2)=[CH:16][CH:15]=1.F[C:47]1C=CC(N2C3C(=CC4[C@]5(CC6C=CC=CN=6)CCC(=O)C[C@@H]5CCCC=4C=3)C=N2)=CC=1. Product: [CH2:34]([C@:33]12[CH2:39][CH2:40][C@:36]3([CH2:35][O:38]3)[CH2:37][C@@H:32]1[CH2:31][CH2:30][CH2:29][C:26]1[C:25]2=[CH:24][C:23]2[CH:22]=[N:21][N:20]([C:17]3[CH:18]=[CH:19][C:14]([F:13])=[CH:15][CH:16]=3)[C:28]=2[CH:27]=1)[CH3:47]. The catalyst class is: 1. (4) Reactant: [CH:1]1([N:6]2[C:15]3[N:14]=[C:13]([NH:16][C:17]4[CH:30]=[CH:29][C:20]([C:21]([NH:23][CH:24]5[CH2:28][CH2:27][NH:26][CH2:25]5)=[O:22])=[CH:19][C:18]=4[O:31][CH3:32])[N:12]=[CH:11][C:10]=3[N:9]([CH3:33])[C:8](=[O:34])[C@H:7]2[CH2:35][CH3:36])[CH2:5][CH2:4][CH2:3][CH2:2]1.C([O-])([O-])=O.[K+].[K+].[Na+].[I-].Br[CH2:46][CH2:47][C@H:48]([NH:57][C:58]([O:60][C:61]([CH3:64])([CH3:63])[CH3:62])=[O:59])[C:49]([O:51][CH:52]1[CH2:56][CH2:55][CH2:54][CH2:53]1)=[O:50]. Product: [C:61]([O:60][C:58]([NH:57][C@@H:48]([CH2:47][CH2:46][N:26]1[CH2:27][CH2:28][CH:24]([NH:23][C:21](=[O:22])[C:20]2[CH:29]=[CH:30][C:17]([NH:16][C:13]3[N:12]=[CH:11][C:10]4[N:9]([CH3:33])[C:8](=[O:34])[C@@H:7]([CH2:35][CH3:36])[N:6]([CH:1]5[CH2:5][CH2:4][CH2:3][CH2:2]5)[C:15]=4[N:14]=3)=[C:18]([O:31][CH3:32])[CH:19]=2)[CH2:25]1)[C:49]([O:51][CH:52]1[CH2:53][CH2:54][CH2:55][CH2:56]1)=[O:50])=[O:59])([CH3:64])([CH3:63])[CH3:62]. The catalyst class is: 31. (5) Reactant: [Si:1]([O:8][C@@H:9]([CH2:36][O:37][Si:38]([C:41]([CH3:44])([CH3:43])[CH3:42])([CH3:40])[CH3:39])[CH2:10][CH2:11][C:12]1[C:13](=[O:35])[CH2:14][C@H:15]2[C:24]=1[C@H:23](O[Si](C(C)(C)C)(C)C)[C:22]1[C:17](=[C:18]([O:33][CH3:34])[CH:19]=[CH:20][CH:21]=1)[CH2:16]2)([C:4]([CH3:7])([CH3:6])[CH3:5])([CH3:3])[CH3:2].C(=O)([O-])[O-].[K+].[K+].[H][H].C(OCC)(=O)C.CCCCCCC. Product: [Si:1]([O:8][C@@H:9]([CH2:36][O:37][Si:38]([C:41]([CH3:44])([CH3:43])[CH3:42])([CH3:39])[CH3:40])[CH2:10][CH2:11][CH:12]1[C@H:24]2[CH2:23][C:22]3[C:17]([CH2:16][C@H:15]2[CH2:14][C:13]1=[O:35])=[C:18]([O:33][CH3:34])[CH:19]=[CH:20][CH:21]=3)([C:4]([CH3:5])([CH3:6])[CH3:7])([CH3:3])[CH3:2]. The catalyst class is: 19. (6) Reactant: I[C:2]1[CH:7]=[CH:6][CH:5]=[CH:4][CH:3]=1.B([O-])O[C:10]1[CH:15]=[CH:14][C:13]([Cl:16])=[CH:12][CH:11]=1.C(=O)([O-])[O-].[K+].[K+]. Product: [Cl:16][C:13]1[CH:14]=[CH:15][C:10]([C:2]2[CH:7]=[CH:6][CH:5]=[CH:4][CH:3]=2)=[CH:11][CH:12]=1. The catalyst class is: 8. (7) Reactant: [H-].[Na+].C(OP([CH2:11][C:12]([O:14][CH2:15][CH3:16])=[O:13])(OCC)=O)C.[CH2:17]([O:21][CH2:22][CH2:23][O:24][C:25]1[CH:30]=[CH:29][C:28]([C:31]2[CH:32]=[N:33][C:34]([N:39]3[CH2:43][CH2:42][CH2:41][CH2:40]3)=[C:35]([CH:38]=2)[CH:36]=O)=[CH:27][CH:26]=1)[CH2:18][CH2:19][CH3:20]. Product: [CH2:17]([O:21][CH2:22][CH2:23][O:24][C:25]1[CH:26]=[CH:27][C:28]([C:31]2[CH:38]=[C:35](/[CH:36]=[CH:11]/[C:12]([O:14][CH2:15][CH3:16])=[O:13])[C:34]([N:39]3[CH2:43][CH2:42][CH2:41][CH2:40]3)=[N:33][CH:32]=2)=[CH:29][CH:30]=1)[CH2:18][CH2:19][CH3:20]. The catalyst class is: 11. (8) Reactant: [Br:1][CH2:2][C@:3]1([CH3:13])[C@H:8]2[CH2:9][CH2:10][C@@:4]1([CH3:12])[C:5](=[O:11])[O:6][CH2:7]2.[H-].[Al+3].[Li+].[H-].[H-].[H-].O. Product: [Br:1][CH2:2][C@@:3]1([CH3:13])[C@:4]([CH2:5][OH:11])([CH3:12])[CH2:10][CH2:9][C@H:8]1[CH2:7][OH:6]. The catalyst class is: 28. (9) Reactant: Cl[C:2]([O:4][CH3:5])=[O:3].[Cl:6][C:7]1[C:8]([C:28]2[N:32]3[CH:33]=[CH:34][CH:35]=[CH:36][C:31]3=[N:30][CH:29]=2)=[N:9][C:10]([NH:13][C:14]2[CH:19]=[CH:18][C:17]([N:20]3[CH2:25][CH2:24][NH:23][CH2:22][CH2:21]3)=[CH:16][C:15]=2[O:26][CH3:27])=[N:11][CH:12]=1.C(N(CC)C(C)C)(C)C. Product: [Cl:6][C:7]1[C:8]([C:28]2[N:32]3[CH:33]=[CH:34][CH:35]=[CH:36][C:31]3=[N:30][CH:29]=2)=[N:9][C:10]([NH:13][C:14]2[CH:19]=[CH:18][C:17]([N:20]3[CH2:21][CH2:22][N:23]([C:2]([O:4][CH3:5])=[O:3])[CH2:24][CH2:25]3)=[CH:16][C:15]=2[O:26][CH3:27])=[N:11][CH:12]=1. The catalyst class is: 4. (10) Reactant: [N+](=CC(OCC)=O)=[N-].C(=O)=O.CC(C)=O.[CH2:16]([O:18][C:19]([CH:21]1[CH2:23][C:22]1(Cl)[F:24])=[O:20])[CH3:17]. Product: [CH2:16]([O:18][C:19]([C@@H:21]1[CH2:23][C@@H:22]1[F:24])=[O:20])[CH3:17]. The catalyst class is: 4.